This data is from Merck oncology drug combination screen with 23,052 pairs across 39 cell lines. The task is: Regression. Given two drug SMILES strings and cell line genomic features, predict the synergy score measuring deviation from expected non-interaction effect. (1) Drug 1: Cn1nnc2c(C(N)=O)ncn2c1=O. Drug 2: NC1(c2ccc(-c3nc4ccn5c(=O)[nH]nc5c4cc3-c3ccccc3)cc2)CCC1. Cell line: A2058. Synergy scores: synergy=14.3. (2) Drug 1: NC(=O)c1cccc2cn(-c3ccc(C4CCCNC4)cc3)nc12. Drug 2: C#Cc1cccc(Nc2ncnc3cc(OCCOC)c(OCCOC)cc23)c1. Cell line: VCAP. Synergy scores: synergy=19.3. (3) Drug 1: CN1C(=O)C=CC2(C)C3CCC4(C)C(NC(=O)OCC(F)(F)F)CCC4C3CCC12. Drug 2: O=c1[nH]cc(F)c(=O)[nH]1. Cell line: A2780. Synergy scores: synergy=3.62.